This data is from Reaction yield outcomes from USPTO patents with 853,638 reactions. The task is: Predict the reaction yield, written as a fraction of the theoretical maximum amount of product (1.0 means a 100% yield; for example, 0.34 means a 34% yield). (1) The reactants are [F:1][C:2]1[CH:3]=[C:4]2[C:9](=[CH:10][C:11]=1[O:12]C)[N:8]=[C:7]([C:14]1[CH:19]=[CH:18][CH:17]=[C:16]([C:20]([F:23])([F:22])[F:21])[CH:15]=1)[C:6]([CH3:24])=[C:5]2[C:25]([OH:27])=[O:26].Br. The catalyst is C(O)(=O)C.O. The product is [F:1][C:2]1[CH:3]=[C:4]2[C:9](=[CH:10][C:11]=1[OH:12])[N:8]=[C:7]([C:14]1[CH:19]=[CH:18][CH:17]=[C:16]([C:20]([F:23])([F:21])[F:22])[CH:15]=1)[C:6]([CH3:24])=[C:5]2[C:25]([OH:27])=[O:26]. The yield is 0.990. (2) The reactants are [Cl:1][C:2]1[N:11]=[C:10](Cl)[C:9]2[C:4](=[CH:5][CH:6]=[CH:7][CH:8]=2)[N:3]=1.[CH3:13][C:14]1[NH:18][N:17]=[C:16]([NH2:19])[CH:15]=1. The catalyst is C(O)C. The product is [Cl:1][C:2]1[N:11]=[C:10]([NH:19][C:16]2[CH:15]=[C:14]([CH3:13])[NH:18][N:17]=2)[C:9]2[C:4](=[CH:5][CH:6]=[CH:7][CH:8]=2)[N:3]=1. The yield is 0.930. (3) The reactants are [F:1][C:2]1[CH:10]=[CH:9][C:8]2[C:4](=[C:5]3[NH:14][C:13](=[O:15])[CH:12]=[C:11]([CH:16]4[CH2:21][CH2:20][N:19](C(OC(C)(C)C)=O)[CH2:18][CH2:17]4)[N:6]3[N:7]=2)[C:3]=1[C:29]1[CH:34]=[CH:33][CH:32]=[CH:31][C:30]=1[F:35].[ClH:36]. The catalyst is O1CCOCC1. The product is [ClH:36].[F:1][C:2]1[CH:10]=[CH:9][C:8]2[C:4](=[C:5]3[NH:14][C:13](=[O:15])[CH:12]=[C:11]([CH:16]4[CH2:17][CH2:18][NH:19][CH2:20][CH2:21]4)[N:6]3[N:7]=2)[C:3]=1[C:29]1[CH:34]=[CH:33][CH:32]=[CH:31][C:30]=1[F:35]. The yield is 0.860. (4) The reactants are [NH2:1][CH2:2][CH2:3][CH2:4][N:5]1[C:10]([C:11]2[CH:16]=[C:15]([F:17])[CH:14]=[CH:13][C:12]=2[O:18][CH3:19])=[CH:9][C:8](=[O:20])[NH:7][C:6]1=[S:21].[N:22]1([C:31]([N:33]2[CH2:36][C:35]([F:38])([F:37])[CH2:34]2)=N)C2C=CC=CC=2N=N1.C(N(CC)C(C)C)(C)C.Cl. The catalyst is CN(C=O)C.O1CCOCC1. The product is [F:37][C:35]1([F:38])[CH2:36][N:33]([C:31](=[NH:22])[NH:1][CH2:2][CH2:3][CH2:4][N:5]2[C:10]([C:11]3[CH:16]=[C:15]([F:17])[CH:14]=[CH:13][C:12]=3[O:18][CH3:19])=[CH:9][C:8](=[O:20])[NH:7][C:6]2=[S:21])[CH2:34]1. The yield is 0.330. (5) The reactants are [C:1]1([S:7][C:8]2[NH:9][C:10](=O)[C:11]3[NH:12][CH:13]=[N:14][C:15]=3[N:16]=2)[CH:6]=[CH:5][CH:4]=[CH:3][CH:2]=1.CN(C)C1C=CC=CC=1.P(Cl)(Cl)([Cl:29])=O. The catalyst is [Cl-].C([N+](CCCC)(CCCC)CCCC)CCC.C(#N)C. The product is [C:1]1([S:7][C:8]2[N:16]=[C:15]3[C:11]([NH:12][CH:13]=[N:14]3)=[C:10]([Cl:29])[N:9]=2)[CH:6]=[CH:5][CH:4]=[CH:3][CH:2]=1. The yield is 0.720. (6) The reactants are F[C:2]1[CH:9]=[CH:8][C:5]([CH2:6]Br)=[CH:4][CH:3]=1.C(Br)C1C=CC=CC=1.[CH3:18][C:19]1[CH:23]=[C:22]([N:24]2[C:28](=[O:29])[NH:27][N:26]=[CH:25]2)[S:21][C:20]=1[C:30]([O:32][CH2:33][CH3:34])=[O:31]. No catalyst specified. The product is [CH2:6]([N:27]1[C:28](=[O:29])[N:24]([C:22]2[S:21][C:20]([C:30]([O:32][CH2:33][CH3:34])=[O:31])=[C:19]([CH3:18])[CH:23]=2)[CH:25]=[N:26]1)[C:5]1[CH:8]=[CH:9][CH:2]=[CH:3][CH:4]=1. The yield is 0.820. (7) The reactants are [CH3:1][O:2][C:3]1[CH:4]=[C:5]2[C:9](=[CH:10][CH:11]=1)[N:8]([CH3:12])[CH:7]=[C:6]2[C:13]1[N:22]([CH2:23][O:24][CH2:25][CH2:26][Si:27]([CH3:30])([CH3:29])[CH3:28])[C:16]2=[N:17][CH:18]=[C:19]([NH2:21])[N:20]=[C:15]2[CH:14]=1.Cl[CH2:32][CH:33]=O. The catalyst is CCO. The product is [CH3:1][O:2][C:3]1[CH:4]=[C:5]2[C:9](=[CH:10][CH:11]=1)[N:8]([CH3:12])[CH:7]=[C:6]2[C:13]1[N:22]([CH2:23][O:24][CH2:25][CH2:26][Si:27]([CH3:29])([CH3:28])[CH3:30])[C:16]2[N:17]=[CH:18][C:19]3[N:20]([CH:32]=[CH:33][N:21]=3)[C:15]=2[CH:14]=1. The yield is 0.950. (8) The reactants are [CH3:1][O:2][C:3]([NH2:5])=N.Cl.C[O:8][C:9](=O)[CH2:10][C:11]#[N:12].[CH3:14][O-].[Na+]. The catalyst is CO. The product is [CH3:1][O:2][CH:3]1[CH2:14][C:11](=[NH:12])[CH2:10][C:9](=[O:8])[NH:5]1. The yield is 0.760.